From a dataset of Aqueous solubility values for 9,982 compounds from the AqSolDB database. Regression/Classification. Given a drug SMILES string, predict its absorption, distribution, metabolism, or excretion properties. Task type varies by dataset: regression for continuous measurements (e.g., permeability, clearance, half-life) or binary classification for categorical outcomes (e.g., BBB penetration, CYP inhibition). For this dataset (solubility_aqsoldb), we predict Y. (1) The molecule is CC(C)[C@@H](O)C#N. The Y is 0.305 log mol/L. (2) The compound is CC/C(C)=N/O[Si](C)(O/N=C(\C)CC)O/N=C(\C)CC. The Y is -0.479 log mol/L. (3) The drug is NC(=O)OCC1CSC2(CCCCC2)O1. The Y is -2.82 log mol/L. (4) The drug is Cc1ccc(S(C)(=O)=O)cc1[N+](=O)[O-]. The Y is -2.76 log mol/L. (5) The molecule is NC(=O)N1c2ccccc2C(O)C(O)c2ccccc21. The Y is -2.03 log mol/L. (6) The molecule is Nc1ccc(/C=C/c2ccc(N)cc2S(=O)(=O)[O-])c(S(=O)(=O)[O-])c1.[Na+].[Na+]. The Y is -0.617 log mol/L. (7) The drug is CCN(CCOc1ccc(C2CCCCC2)cc1)c1ccc(C=C(C#N)C#N)c(C)c1. The Y is -8.39 log mol/L. (8) The drug is NNC(=O)c1ccncc1. The Y is -0.0400 log mol/L. (9) The drug is CCCCCl. The Y is -2.03 log mol/L.